The task is: Predict the product of the given reaction.. This data is from Forward reaction prediction with 1.9M reactions from USPTO patents (1976-2016). (1) Given the reactants C[N:2]([CH3:20])[CH:3]=[C:4]([C:10](=[O:19])[C:11]1[CH:16]=[C:15]([I:17])[CH:14]=[CH:13][C:12]=1F)[C:5]([O:7][CH2:8][CH3:9])=[O:6].[F:21][CH:22]([F:25])CN.C(=O)([O-])[O-].[K+].[K+].O, predict the reaction product. The product is: [F:21][CH:22]([F:25])[CH2:20][N:2]1[C:12]2[C:11](=[CH:16][C:15]([I:17])=[CH:14][CH:13]=2)[C:10](=[O:19])[C:4]([C:5]([O:7][CH2:8][CH3:9])=[O:6])=[CH:3]1. (2) Given the reactants [C:1]([C:3]1[CH:12]=[CH:11][C:10]2[C:5](=[CH:6][C:7]([C:15]3[N:20]=[N:19][C:18]([N:21]4[CH2:26][CH2:25][N:24](C(OC(C)(C)C)=O)[CH2:23][CH2:22]4)=[CH:17][CH:16]=3)=[C:8]([O:13]C)[CH:9]=2)[N:4]=1)#[N:2].O.Cl, predict the reaction product. The product is: [OH:13][C:8]1[CH:9]=[C:10]2[C:5](=[CH:6][C:7]=1[C:15]1[N:20]=[N:19][C:18]([N:21]3[CH2:26][CH2:25][NH:24][CH2:23][CH2:22]3)=[CH:17][CH:16]=1)[N:4]=[C:3]([C:1]#[N:2])[CH:12]=[CH:11]2. (3) Given the reactants [CH3:1][C:2]([S:8]([CH3:11])(=[O:10])=[O:9])([CH2:5][CH:6]=[CH2:7])[C:3]#[N:4].C([Li])CCC.CCCCCC.[F:23][C:24]1[CH:29]=[CH:28][C:27]([N+:30]([O-:32])=[O:31])=[CH:26][C:25]=1/[C:33](=[N:35]/[S@@:36]([C:38]([CH3:41])([CH3:40])[CH3:39])=[O:37])/[CH3:34].C[Al](C)C, predict the reaction product. The product is: [C:3]([C:2]([S:8]([CH2:11][C@:33]([NH:35][S@@:36]([C:38]([CH3:39])([CH3:41])[CH3:40])=[O:37])([C:25]1[CH:26]=[C:27]([N+:30]([O-:32])=[O:31])[CH:28]=[CH:29][C:24]=1[F:23])[CH3:34])(=[O:9])=[O:10])([CH2:5][CH:6]=[CH2:7])[CH3:1])#[N:4]. (4) Given the reactants O[C:2]1([CH2:26][O:27][CH3:28])[CH2:7][CH2:6][N:5]([C:8]2[CH:13]=[CH:12][C:11]([N:14]3[CH2:18][C@H:17]([CH2:19][NH:20][C:21](=[O:23])[CH3:22])[O:16][C:15]3=[O:24])=[CH:10][C:9]=2[F:25])[CH2:4][CH2:3]1.CCN(S(F)(F)[F:35])CC, predict the reaction product. The product is: [F:35][C:2]1([CH2:26][O:27][CH3:28])[CH2:7][CH2:6][N:5]([C:8]2[CH:13]=[CH:12][C:11]([N:14]3[CH2:18][C@H:17]([CH2:19][NH:20][C:21](=[O:23])[CH3:22])[O:16][C:15]3=[O:24])=[CH:10][C:9]=2[F:25])[CH2:4][CH2:3]1. (5) The product is: [F:1][C:2]([F:36])([F:37])[C:3]1[CH:4]=[C:5]([NH:13][C:14]([N:16]2[CH2:21][CH2:20][N:19]([C:22]3[C:27]([O:40][CH2:38][C:39]4[CH:20]=[CH:21][N:16]=[CH:17][CH:18]=4)=[CH:28][CH:25]=[CH:24][N:23]=3)[CH2:18][CH2:17]2)=[O:15])[CH:6]=[C:7]([C:9]([F:11])([F:12])[F:10])[CH:8]=1. Given the reactants [F:1][C:2]([F:37])([F:36])[C:3]1[CH:4]=[C:5]([NH:13][C:14]([N:16]2[CH2:21][CH2:20][N:19]([C:22]3[C:27]([C:28]#CC4C=CN=CC=4)=N[CH:25]=[CH:24][N:23]=3)[CH2:18][CH2:17]2)=[O:15])[CH:6]=[C:7]([C:9]([F:12])([F:11])[F:10])[CH:8]=1.[CH2:38]([OH:40])[CH3:39], predict the reaction product. (6) Given the reactants [CH2:1]([C:8]1[CH:9]=[C:10]([N:15]2[CH2:19][CH:18]([O:20][CH3:21])[CH:17]([O:22][CH3:23])[CH2:16]2)[CH:11]=[CH:12][C:13]=1I)[C:2]1[CH:7]=[CH:6][CH:5]=[CH:4][CH:3]=1.[C:24]([C@:26]1([OH:34])[CH:31]2[CH2:32][CH2:33][N:28]([CH2:29][CH2:30]2)[CH2:27]1)#[CH:25].C(N(CC)CC)C, predict the reaction product. The product is: [CH2:1]([C:8]1[CH:9]=[C:10]([N:15]2[CH2:19][C@H:18]([O:20][CH3:21])[C@H:17]([O:22][CH3:23])[CH2:16]2)[CH:11]=[CH:12][C:13]=1[C:25]#[C:24][C@:26]1([OH:34])[CH:31]2[CH2:32][CH2:33][N:28]([CH2:29][CH2:30]2)[CH2:27]1)[C:2]1[CH:7]=[CH:6][CH:5]=[CH:4][CH:3]=1. (7) Given the reactants C[N:2](C)/[CH:3]=[CH:4]/[C:5]([C:7]1[C:12](=[O:13])[CH:11]=[CH:10][N:9]([C:14]2[CH:19]=[CH:18][CH:17]=[CH:16][CH:15]=2)[N:8]=1)=O.[CH3:21][O:22][C:23]1[CH:28]=[CH:27][CH:26]=[CH:25][C:24]=1[NH:29]N.Cl, predict the reaction product. The product is: [CH3:21][O:22][C:23]1[CH:28]=[CH:27][CH:26]=[CH:25][C:24]=1[N:29]1[C:5]([C:7]2[C:12](=[O:13])[CH:11]=[CH:10][N:9]([C:14]3[CH:19]=[CH:18][CH:17]=[CH:16][CH:15]=3)[N:8]=2)=[CH:4][CH:3]=[N:2]1.